This data is from Forward reaction prediction with 1.9M reactions from USPTO patents (1976-2016). The task is: Predict the product of the given reaction. (1) Given the reactants [CH3:1][C:2]1[CH:3]=[CH:4][CH:5]=[C:6]2[C:10]=1[NH:9][CH:8]=[CH:7]2.[OH-].[K+].Br[CH2:14][CH2:15][O:16][Si](C(C)(C)C)(C)C, predict the reaction product. The product is: [CH3:1][C:2]1[CH:3]=[CH:4][CH:5]=[C:6]2[C:10]=1[N:9]([CH2:14][CH2:15][OH:16])[CH:8]=[CH:7]2. (2) Given the reactants [NH:1]1[CH2:6][CH2:5][CH:4]([NH:7][C:8](=[O:14])[O:9][C:10]([CH3:13])([CH3:12])[CH3:11])[CH2:3][CH2:2]1.[Br:15][C:16]1[CH:21]=[CH:20][C:19](I)=[CH:18][CH:17]=1.C([O-])([O-])=O.[Cs+].[Cs+], predict the reaction product. The product is: [Br:15][C:16]1[CH:21]=[CH:20][C:19]([N:1]2[CH2:2][CH2:3][CH:4]([NH:7][C:8](=[O:14])[O:9][C:10]([CH3:11])([CH3:13])[CH3:12])[CH2:5][CH2:6]2)=[CH:18][CH:17]=1. (3) Given the reactants [Cl:1][C:2]1[CH:3]=[C:4]([N:9]2[C:13]3=[N:14][CH:15]=[C:16]([C:17]([NH:19][C@@H:20]([CH3:24])[C:21]([OH:23])=O)=[O:18])[N:12]3[C@@:11]([CH2:26][C:27]3[CH:32]=[CH:31][C:30]([C:33]4[CH:38]=[CH:37][C:36]([F:39])=[CH:35][CH:34]=4)=[CH:29][CH:28]=3)([CH3:25])[C:10]2=[O:40])[CH:5]=[C:6]([Cl:8])[CH:7]=1.FC(F)(F)C(O)=O.[NH:48]1[C:52]([C@@H:53]2[CH2:58][CH2:57][CH2:56][NH:55][CH2:54]2)=[N:51][N:50]=[N:49]1.CN(C(ON1N=NC2C=CC=NC1=2)=[N+](C)C)C.F[P-](F)(F)(F)(F)F.CCN(CC)CC.C1C=NC2N(O)N=NC=2C=1, predict the reaction product. The product is: [Cl:8][C:6]1[CH:5]=[C:4]([N:9]2[C:10](=[O:40])[C@:11]([CH2:26][C:27]3[CH:28]=[CH:29][C:30]([C:33]4[CH:34]=[CH:35][C:36]([F:39])=[CH:37][CH:38]=4)=[CH:31][CH:32]=3)([CH3:25])[N:12]3[C:16]([C:17]([NH:19][C@@H:20]([CH3:24])[C:21](=[O:23])[N:55]4[CH2:56][CH2:57][CH2:58][C@@H:53]([C:52]5[NH:51][N:50]=[N:49][N:48]=5)[CH2:54]4)=[O:18])=[CH:15][N:14]=[C:13]23)[CH:3]=[C:2]([Cl:1])[CH:7]=1. (4) Given the reactants [Cl:1][C:2]1[CH:3]=[C:4]([C:8]#[C:9][C:10]2[N:11]=[C:12]([CH3:15])[NH:13][CH:14]=2)[CH:5]=[CH:6][CH:7]=1.[Cl:16][C:17]1[CH:22]=[CH:21][C:20](F)=[CH:19][N:18]=1, predict the reaction product. The product is: [Cl:16][C:17]1[CH:22]=[CH:21][C:20]([N:13]2[CH:14]=[C:10]([C:9]#[C:8][C:4]3[CH:5]=[CH:6][CH:7]=[C:2]([Cl:1])[CH:3]=3)[N:11]=[C:12]2[CH3:15])=[CH:19][N:18]=1. (5) Given the reactants [CH:1]1([C:8]([OH:10])=[O:9])[CH2:7][CH2:6][CH2:5][CH2:4][CH2:3][CH2:2]1.OS(O)(=O)=O.[CH3:16]O, predict the reaction product. The product is: [CH:1]1([C:8]([O:10][CH3:16])=[O:9])[CH2:7][CH2:6][CH2:5][CH2:4][CH2:3][CH2:2]1. (6) The product is: [CH2:16]([O:15][C:13](=[O:14])[NH:4][C:3]1[CH:5]=[CH:6][C:7]([N+:9]([O-:11])=[O:10])=[CH:8][C:2]=1[Cl:1])[CH3:17]. Given the reactants [Cl:1][C:2]1[CH:8]=[C:7]([N+:9]([O-:11])=[O:10])[CH:6]=[CH:5][C:3]=1[NH2:4].Cl[C:13]([O:15][CH2:16][CH3:17])=[O:14], predict the reaction product. (7) Given the reactants [NH2:1][C:2]1[CH:3]=[C:4]([Cl:31])[CH:5]=[C:6]2[C:10]=1[NH:9][C:8]([C:11]([NH2:13])=[O:12])=[C:7]2[S:14]([N:17]1[CH2:22][CH2:21][O:20][C@H:19]([CH2:23][O:24][C:25]2[CH:30]=[CH:29][CH:28]=[CH:27][CH:26]=2)[CH2:18]1)(=[O:16])=[O:15].[N:32]([C:35]1[CH:40]=[CH:39][CH:38]=[CH:37][CH:36]=1)=[C:33]=[S:34], predict the reaction product. The product is: [Cl:31][C:4]1[CH:5]=[C:6]2[C:10](=[C:2]([NH:1][C:33]([NH:32][C:35]3[CH:40]=[CH:39][CH:38]=[CH:37][CH:36]=3)=[S:34])[CH:3]=1)[NH:9][C:8]([C:11]([NH2:13])=[O:12])=[C:7]2[S:14]([N:17]1[CH2:22][CH2:21][O:20][C@H:19]([CH2:23][O:24][C:25]2[CH:26]=[CH:27][CH:28]=[CH:29][CH:30]=2)[CH2:18]1)(=[O:16])=[O:15].